Predict the product of the given reaction. From a dataset of Forward reaction prediction with 1.9M reactions from USPTO patents (1976-2016). Given the reactants C[Si]([C:5]#[N:6])(C)C.[C:7]([O:11][C:12]([N:14]1[CH2:19][CH2:18][N:17]([C:20]2[CH:25]=[CH:24][C:23]([NH2:26])=[CH:22][CH:21]=2)[CH2:16][CH2:15]1)=[O:13])([CH3:10])([CH3:9])[CH3:8].[C:27]1(=O)[CH2:30][CH2:29][CH2:28]1.S([O-])([O-])(=O)=O.[Na+].[Na+], predict the reaction product. The product is: [C:7]([O:11][C:12]([N:14]1[CH2:19][CH2:18][N:17]([C:20]2[CH:21]=[CH:22][C:23]([NH:26][C:27]3([C:5]#[N:6])[CH2:30][CH2:29][CH2:28]3)=[CH:24][CH:25]=2)[CH2:16][CH2:15]1)=[O:13])([CH3:10])([CH3:8])[CH3:9].